From a dataset of Peptide-MHC class II binding affinity with 134,281 pairs from IEDB. Regression. Given a peptide amino acid sequence and an MHC pseudo amino acid sequence, predict their binding affinity value. This is MHC class II binding data. (1) The peptide sequence is KFGVAKKANVYAVKV. The MHC is DRB1_0101 with pseudo-sequence DRB1_0101. The binding affinity (normalized) is 0.735. (2) The peptide sequence is SQDLELSWNLNGLYAY. The MHC is DRB1_1302 with pseudo-sequence DRB1_1302. The binding affinity (normalized) is 0.807. (3) The MHC is DRB1_0101 with pseudo-sequence DRB1_0101. The peptide sequence is ALLFLMSFTILCLVP. The binding affinity (normalized) is 0.214. (4) The peptide sequence is NKELRLMYVNCVKKN. The MHC is DRB1_0901 with pseudo-sequence DRB1_0901. The binding affinity (normalized) is 0.454. (5) The peptide sequence is AAEQLWVTVYYGVPVWK. The MHC is DRB1_0405 with pseudo-sequence DRB1_0405. The binding affinity (normalized) is 0.521. (6) The MHC is DRB3_0101 with pseudo-sequence DRB3_0101. The binding affinity (normalized) is 1.00. The peptide sequence is AFILDGSNLFPKV. (7) The peptide sequence is EGHHLASAAIFGHDG. The MHC is HLA-DQA10201-DQB10202 with pseudo-sequence HLA-DQA10201-DQB10202. The binding affinity (normalized) is 0.315. (8) The peptide sequence is VRIFSTNQGGFMLPI. The MHC is DRB1_0301 with pseudo-sequence DRB1_0301. The binding affinity (normalized) is 0.499. (9) The peptide sequence is SGIDTNAYYVMTVGT. The MHC is DRB1_0404 with pseudo-sequence DRB1_0404. The binding affinity (normalized) is 0.148.